This data is from Full USPTO retrosynthesis dataset with 1.9M reactions from patents (1976-2016). The task is: Predict the reactants needed to synthesize the given product. (1) Given the product [CH3:1][C:2]1([CH3:39])[O:7][C:6]2[CH:8]=[CH:9][C:10]([C@@H:12]([OH:16])[CH2:13][NH:14][CH2:18][CH2:19][CH2:20][CH2:21][CH2:22][CH2:23][O:24][CH2:25][CH2:26][CH2:27][CH2:28][C:29]3[CH:30]=[C:31]([S:35]([NH2:38])(=[O:37])=[O:36])[CH:32]=[CH:33][CH:34]=3)=[CH:11][C:5]=2[CH2:4][O:3]1, predict the reactants needed to synthesize it. The reactants are: [CH3:1][C:2]1([CH3:39])[O:7][C:6]2[CH:8]=[CH:9][C:10]([C@H:12]3[O:16]C(=O)[N:14]([CH2:18][CH2:19][CH2:20][CH2:21][CH2:22][CH2:23][O:24][CH2:25][CH2:26][CH2:27][CH2:28][C:29]4[CH:30]=[C:31]([S:35]([NH2:38])(=[O:37])=[O:36])[CH:32]=[CH:33][CH:34]=4)[CH2:13]3)=[CH:11][C:5]=2[CH2:4][O:3]1. (2) The reactants are: [C:1]([NH:4][C:5]1[CH:10]=[C:9]([Cl:11])[CH:8]=[CH:7][C:6]=1/[CH:12]=[CH:13]/[C:14]([OH:16])=O)(=[O:3])[CH3:2].[Cl:17][C:18]1[CH:31]=[CH:30][C:21]([CH2:22][N:23]2[CH2:28][CH2:27][NH:26][CH:25]([CH3:29])[CH2:24]2)=[CH:20][CH:19]=1.CCN=C=NCCCN(C)C.C1C=CC2N(O)N=NC=2C=1. Given the product [Cl:11][C:9]1[CH:8]=[CH:7][C:6](/[CH:12]=[CH:13]/[C:14]([N:26]2[CH2:27][CH2:28][N:23]([CH2:22][C:21]3[CH:30]=[CH:31][C:18]([Cl:17])=[CH:19][CH:20]=3)[CH2:24][CH:25]2[CH3:29])=[O:16])=[C:5]([NH:4][C:1](=[O:3])[CH3:2])[CH:10]=1, predict the reactants needed to synthesize it.